Dataset: Ames mutagenicity test results for genotoxicity prediction. Task: Regression/Classification. Given a drug SMILES string, predict its toxicity properties. Task type varies by dataset: regression for continuous values (e.g., LD50, hERG inhibition percentage) or binary classification for toxic/non-toxic outcomes (e.g., AMES mutagenicity, cardiotoxicity, hepatotoxicity). Dataset: ames. (1) The result is 0 (non-mutagenic). The drug is O=S(=O)(O)c1cc(S(=O)(=O)O)c2c(N=Nc3ccccc3)c(O)ccc2c1. (2) The molecule is Fc1cc2ccccc2c2ncccc12. The result is 1 (mutagenic). (3) The molecule is [N-]=[N+]=NCC(O)Cn1cnc2c(N)nc(N)nc21. The result is 1 (mutagenic). (4) The drug is ClC1=C(Cl)[C@]2(Cl)[C@@H]3[C@@H](Cl)C=C[C@H]3[C@@]1(Cl)C2(Cl)Cl. The result is 0 (non-mutagenic). (5) The drug is N[C@@H](CCC(=O)NNc1ccc(CO)cc1)C(=O)O. The result is 1 (mutagenic).